Binary Classification. Given a miRNA mature sequence and a target amino acid sequence, predict their likelihood of interaction. From a dataset of Experimentally validated miRNA-target interactions with 360,000+ pairs, plus equal number of negative samples. The protein sequence of the target gene is MPSKFSCRKLRETGQRFESFLAERGLDLETDRERLRTIYNHDFKPSYGTPAPGFSSMLYGMKIANLAFVTKTRVRFFKLDRWADVQLPEKRRIKPGSNISKQHRSLLARIFHDRAEYLHGKHGVDVEVQGPHEARDGQLLIHLDLNRKEVLTLRLRNGGSKPVTLTHLFPLCWTPQFVFYHGEQDLPCPLGPGESYELHIYCKTSIVGYFPATVLWELLGPGESGAEGAETFYIARFLAAVAHSPLAAQLKPTTPFKRPPRLTRNSVLTNRIEEGERPDRAKGYELELSLALGTYYPPIL.... The miRNA is ath-miR156d-5p with sequence UGACAGAAGAGAGUGAGCAC. Result: 0 (no interaction).